Dataset: Peptide-MHC class II binding affinity with 134,281 pairs from IEDB. Task: Regression. Given a peptide amino acid sequence and an MHC pseudo amino acid sequence, predict their binding affinity value. This is MHC class II binding data. (1) The peptide sequence is PLMSSKFPELGMNPS. The MHC is HLA-DPA10201-DPB10501 with pseudo-sequence HLA-DPA10201-DPB10501. The binding affinity (normalized) is 0.258. (2) The peptide sequence is DCISIGPGSTGLNIT. The MHC is HLA-DQA10201-DQB10202 with pseudo-sequence HLA-DQA10201-DQB10202. The binding affinity (normalized) is 0.155. (3) The peptide sequence is THDMCPDVMSAGESKHGL. The MHC is DRB3_0101 with pseudo-sequence DRB3_0101. The binding affinity (normalized) is 0. (4) The peptide sequence is YIITPTNVSHIQSAVVSGRR. The MHC is HLA-DPA10201-DPB10501 with pseudo-sequence HLA-DPA10201-DPB10501. The binding affinity (normalized) is 0.555. (5) The peptide sequence is KKSAHGSPTFWMGSH. The MHC is DRB1_0701 with pseudo-sequence DRB1_0701. The binding affinity (normalized) is 0.507. (6) The binding affinity (normalized) is 0.621. The MHC is DRB1_1001 with pseudo-sequence DRB1_1001. The peptide sequence is YDKFLANVSTTLTGK. (7) The peptide sequence is LTKKGNVWEVKSSKP. The MHC is DRB5_0101 with pseudo-sequence DRB5_0101. The binding affinity (normalized) is 0.171. (8) The peptide sequence is TFGAASNKAFAEGLS. The MHC is HLA-DQA10101-DQB10501 with pseudo-sequence HLA-DQA10101-DQB10501. The binding affinity (normalized) is 0.232.